From a dataset of Forward reaction prediction with 1.9M reactions from USPTO patents (1976-2016). Predict the product of the given reaction. (1) Given the reactants [NH2:1][C:2]1[CH:7]=[CH:6][C:5]([C:8]2[N:13]=[C:12]([N:14]3[CH2:19][CH2:18][O:17][CH2:16][CH2:15]3)[N:11]=[C:10]([NH:20][CH:21]3[CH2:24][N:23]([C:25]([O:27][C:28]([CH3:31])([CH3:30])[CH3:29])=[O:26])[CH2:22]3)[N:9]=2)=[CH:4][CH:3]=1.ClC(Cl)(O[C:36](=[O:42])OC(Cl)(Cl)Cl)Cl.C(N(CC)CC)C.[NH2:51][C:52]1[CH:57]=[CH:56][N:55]=[CH:54][CH:53]=1, predict the reaction product. The product is: [N:14]1([C:12]2[N:13]=[C:8]([C:5]3[CH:6]=[CH:7][C:2]([NH:1][C:36](=[O:42])[NH:51][C:52]4[CH:57]=[CH:56][N:55]=[CH:54][CH:53]=4)=[CH:3][CH:4]=3)[N:9]=[C:10]([NH:20][CH:21]3[CH2:24][N:23]([C:25]([O:27][C:28]([CH3:31])([CH3:30])[CH3:29])=[O:26])[CH2:22]3)[N:11]=2)[CH2:19][CH2:18][O:17][CH2:16][CH2:15]1. (2) Given the reactants [F:1][C:2]1[CH:3]=[C:4]([CH:14]=[CH:15][CH:16]=1)[CH2:5][N:6]([CH3:13])[C:7](=[O:12])[C:8]([F:11])([F:10])[F:9].[Cl:17][S:18](O)(=[O:20])=[O:19].O, predict the reaction product. The product is: [F:1][C:2]1[CH:16]=[CH:15][C:14]([S:18]([Cl:17])(=[O:20])=[O:19])=[C:4]([CH2:5][N:6]([CH3:13])[C:7](=[O:12])[C:8]([F:10])([F:11])[F:9])[CH:3]=1. (3) Given the reactants [Br:1][C:2]1[CH:3]=[C:4]([NH2:9])[C:5]([NH2:8])=[CH:6][CH:7]=1.C(N(CC)CC)C.Cl[C:18](Cl)([O:20]C(=O)OC(Cl)(Cl)Cl)Cl, predict the reaction product. The product is: [Br:1][C:2]1[CH:7]=[CH:6][C:5]2[NH:8][C:18](=[O:20])[NH:9][C:4]=2[CH:3]=1.